From a dataset of Full USPTO retrosynthesis dataset with 1.9M reactions from patents (1976-2016). Predict the reactants needed to synthesize the given product. (1) Given the product [F:28][C:2]([F:1])([F:29])[C:3]1[CH:4]=[C:5]([NH:13][C:14]([N:16]2[CH2:21][CH2:20][N:19]([C:22]3[C:26]([O:49][CH2:48][C:46]4[CH:45]=[CH:44][N:43]=[C:42]([Cl:41])[CH:47]=4)=[N:25][S:24][N:23]=3)[CH2:18][CH2:17]2)=[O:15])[CH:6]=[C:7]([C:9]([F:12])([F:10])[F:11])[CH:8]=1, predict the reactants needed to synthesize it. The reactants are: [F:1][C:2]([F:29])([F:28])[C:3]1[CH:4]=[C:5]([NH:13][C:14]([N:16]2[CH2:21][CH2:20][N:19]([C:22]3[C:26](Cl)=[N:25][S:24][N:23]=3)[CH2:18][CH2:17]2)=[O:15])[CH:6]=[C:7]([C:9]([F:12])([F:11])[F:10])[CH:8]=1.CC(C)([O-])C.[K+].C(O)(C)(C)C.[Cl:41][C:42]1[CH:47]=[C:46]([CH2:48][OH:49])[CH:45]=[CH:44][N:43]=1. (2) Given the product [N:23](/[C:26](=[CH:1]\[C:14]1[CH:13]=[CH:12][CH:11]=[C:10]([O:18][CH2:19][CH:20]2[CH2:22][CH2:21]2)[C:9]=1[Br:8])/[C:27]([O:29][CH2:30][CH3:31])=[O:28])=[N+:24]=[N-:25], predict the reactants needed to synthesize it. The reactants are: [CH2:1]([O-])C.[Na+].C(O)C.[Br:8][C:9]1[C:14]([N+]([O-])=O)=[CH:13][CH:12]=[CH:11][C:10]=1[O:18][CH2:19][CH:20]1[CH2:22][CH2:21]1.[N:23]([CH2:26][C:27]([O:29][CH2:30][CH3:31])=[O:28])=[N+:24]=[N-:25]. (3) Given the product [C:22]([O:26][C:27]([NH:28][C:29]1[CH:34]=[CH:33][C:32]([C:7]2[CH2:12][CH2:11][N:10]([C:13]([O:15][C:16]([CH3:17])([CH3:18])[CH3:19])=[O:14])[CH2:9][CH:8]=2)=[CH:31][C:30]=1[F:44])=[O:45])([CH3:25])([CH3:23])[CH3:24], predict the reactants needed to synthesize it. The reactants are: FC(F)(F)S(O[C:7]1[CH2:12][CH2:11][N:10]([C:13]([O:15][C:16]([CH3:19])([CH3:18])[CH3:17])=[O:14])[CH2:9][CH:8]=1)(=O)=O.[C:22]([O:26][C:27](=[O:45])[NH:28][C:29]1[CH:34]=[CH:33][C:32](B2OC(C)(C)C(C)(C)O2)=[CH:31][C:30]=1[F:44])([CH3:25])([CH3:24])[CH3:23].N#N.C(=O)([O-])[O-].[Na+].[Na+].